Task: Predict which catalyst facilitates the given reaction.. Dataset: Catalyst prediction with 721,799 reactions and 888 catalyst types from USPTO (1) Reactant: [Cl:1][C:2]1[N:3]=[CH:4][C:5]2[N:11]([CH3:12])[C:10](=[O:13])[C:9]([F:15])([F:14])[CH2:8][NH:7][C:6]=2[N:16]=1.C(=O)([O-])[O-].[Cs+].[Cs+].I[CH2:24][CH2:25][O:26][C:27]1[CH:32]=[CH:31][CH:30]=[CH:29][CH:28]=1. Product: [Cl:1][C:2]1[N:3]=[CH:4][C:5]2[N:11]([CH3:12])[C:10](=[O:13])[C:9]([F:15])([F:14])[CH2:8][N:7]([CH2:24][CH2:25][O:26][C:27]3[CH:32]=[CH:31][CH:30]=[CH:29][CH:28]=3)[C:6]=2[N:16]=1. The catalyst class is: 9. (2) Reactant: [CH2:1]([O:8][CH2:9][C:10]([CH3:14])([CH3:13])[CH2:11]O)[C:2]1[CH:7]=[CH:6][CH:5]=[CH:4][CH:3]=1.N1C=CN=C1.C1(P(C2C=CC=CC=2)C2C=CC=CC=2)C=CC=CC=1.[I:39]I. Product: [I:39][CH2:11][C:10]([CH3:14])([CH3:13])[CH2:9][O:8][CH2:1][C:2]1[CH:7]=[CH:6][CH:5]=[CH:4][CH:3]=1. The catalyst class is: 7. (3) Reactant: [CH3:1][Mg]Br.[CH2:4]([O:7][C:8]([NH:10][C:11]1[S:12][CH:13]=[C:14]([C:16](=[O:22])[C:17]([O:19][CH2:20][CH3:21])=[O:18])[N:15]=1)=[O:9])[CH:5]=[CH2:6].[Cl-].[NH4+]. Product: [CH2:4]([O:7][C:8]([NH:10][C:11]1[S:12][CH:13]=[C:14]([C:16]([OH:22])([CH3:1])[C:17]([O:19][CH2:20][CH3:21])=[O:18])[N:15]=1)=[O:9])[CH:5]=[CH2:6]. The catalyst class is: 1. (4) Reactant: [Cl:1][C:2]1[CH:3]=[C:4]([NH:9][C:10]2[C:19]3[C:14](=[CH:15][C:16]([O:21][CH2:22][CH3:23])=[C:17]([NH2:20])[CH:18]=3)[N:13]=[CH:12][N:11]=2)[CH:5]=[CH:6][C:7]=1[F:8].[Br:24][CH2:25]/[CH:26]=[CH:27]/[C:28](Cl)=[O:29].O. Product: [Br:24][CH2:25]/[CH:26]=[CH:27]/[C:28]([NH:20][C:17]1[CH:18]=[C:19]2[C:14](=[CH:15][C:16]=1[O:21][CH2:22][CH3:23])[N:13]=[CH:12][N:11]=[C:10]2[NH:9][C:4]1[CH:5]=[CH:6][C:7]([F:8])=[C:2]([Cl:1])[CH:3]=1)=[O:29]. The catalyst class is: 7. (5) Reactant: [CH:1]1([CH2:4][N:5]2[CH2:10][CH2:9][CH:8]([CH2:11][CH:12]3[CH2:17][CH2:16][N:15](C(OC(C)(C)C)=O)[CH2:14][CH2:13]3)[CH2:7][CH2:6]2)[CH2:3][CH2:2]1. Product: [CH:1]1([CH2:4][N:5]2[CH2:10][CH2:9][CH:8]([CH2:11][CH:12]3[CH2:13][CH2:14][NH:15][CH2:16][CH2:17]3)[CH2:7][CH2:6]2)[CH2:2][CH2:3]1. The catalyst class is: 89.